This data is from Full USPTO retrosynthesis dataset with 1.9M reactions from patents (1976-2016). The task is: Predict the reactants needed to synthesize the given product. (1) Given the product [CH2:1]([C:13]1[CH:29]=[CH:28][C:16]([C:17]([C:19]2[CH:27]=[CH:26][CH:25]=[CH:24][C:20]=2[C:21]([Cl:32])=[O:22])=[O:18])=[CH:15][CH:14]=1)[CH2:2][CH2:3][CH2:4][CH2:5][CH2:6][CH2:7][CH2:8][CH2:9][CH2:10][CH2:11][CH3:12], predict the reactants needed to synthesize it. The reactants are: [CH2:1]([C:13]1[CH:29]=[CH:28][C:16]([C:17]([C:19]2[CH:27]=[CH:26][CH:25]=[CH:24][C:20]=2[C:21](O)=[O:22])=[O:18])=[CH:15][CH:14]=1)[CH2:2][CH2:3][CH2:4][CH2:5][CH2:6][CH2:7][CH2:8][CH2:9][CH2:10][CH2:11][CH3:12].S(Cl)([Cl:32])=O. (2) Given the product [CH2:1]([C:3]1([CH2:15][CH3:16])[O:8][C:7](=[O:9])[NH:6][C:5]2[CH:10]=[CH:11][C:12]([C:24]3[CH:23]=[CH:22][CH:21]=[C:20]([N+:17]([O-:19])=[O:18])[CH:25]=3)=[CH:13][C:4]1=2)[CH3:2], predict the reactants needed to synthesize it. The reactants are: [CH2:1]([C:3]1([CH2:15][CH3:16])[O:8][C:7](=[O:9])[NH:6][C:5]2[CH:10]=[CH:11][C:12](I)=[CH:13][C:4]1=2)[CH3:2].[N+:17]([C:20]1[CH:21]=[C:22](B(O)O)[CH:23]=[CH:24][CH:25]=1)([O-:19])=[O:18]. (3) Given the product [C:1]([Si:5]([CH3:7])([CH3:6])[O:8][CH2:9][CH2:10][O:11][C:12]1[CH:17]=[CH:16][C:15]([Cl:18])=[C:14]([NH2:19])[CH:13]=1)([CH3:4])([CH3:3])[CH3:2], predict the reactants needed to synthesize it. The reactants are: [C:1]([Si:5]([O:8][CH2:9][CH2:10][O:11][C:12]1[CH:17]=[CH:16][C:15]([Cl:18])=[C:14]([N+:19]([O-])=O)[CH:13]=1)([CH3:7])[CH3:6])([CH3:4])([CH3:3])[CH3:2].[BH4-].[Na+]. (4) The reactants are: [F:1][C:2]([F:17])([F:16])[C:3]1[CH:4]=[C:5]([CH:13]=[CH:14][CH:15]=1)[C:6]([NH:8][CH2:9][C:10]([OH:12])=O)=[O:7].[NH:18]1[CH2:22][CH2:21][C@H:20]([NH:23][C:24](=[O:30])[O:25][C:26]([CH3:29])([CH3:28])[CH3:27])[CH2:19]1.F[P-](F)(F)(F)(F)F.N1(O[P+](N(C)C)(N(C)C)N(C)C)C2C=CC=CC=2N=N1.C(N(CC)CC)C. Given the product [F:16][C:2]([F:1])([F:17])[C:3]1[CH:4]=[C:5]([CH:13]=[CH:14][CH:15]=1)[C:6]([NH:8][CH2:9][C:10]([N:18]1[CH2:22][CH2:21][C@H:20]([NH:23][C:24](=[O:30])[O:25][C:26]([CH3:28])([CH3:27])[CH3:29])[CH2:19]1)=[O:12])=[O:7], predict the reactants needed to synthesize it. (5) Given the product [Br:33][CH2:9][CH2:8][CH:7]([C:1]1[CH:6]=[CH:5][CH:4]=[CH:3][CH:2]=1)[CH:11]=[CH2:12], predict the reactants needed to synthesize it. The reactants are: [C:1]1([CH:7]([CH:11]=[CH2:12])[CH2:8][CH2:9]O)[CH:6]=[CH:5][CH:4]=[CH:3][CH:2]=1.C1(P(C2C=CC=CC=2)C2C=CC=CC=2)C=CC=CC=1.C(Br)(Br)(Br)[Br:33]. (6) Given the product [NH2:1][C:2]1[C:3]([C:4]([C:18]2[CH:19]=[CH:20][CH:21]=[CH:22][C:17]=2[O:16][CH3:15])=[O:5])=[CH:10][C:11]([Br:14])=[CH:12][N:13]=1, predict the reactants needed to synthesize it. The reactants are: [NH2:1][C:2]1[N:13]=[CH:12][C:11]([Br:14])=[CH:10][C:3]=1[C:4](N(OC)C)=[O:5].[CH3:15][O:16][C:17]1[CH:22]=[CH:21][CH:20]=[CH:19][C:18]=1[Mg]Br.